Dataset: Forward reaction prediction with 1.9M reactions from USPTO patents (1976-2016). Task: Predict the product of the given reaction. (1) Given the reactants [OH:1][C:2]1[N:14]2[C:5]([C:6]3[CH:7]=[C:8]([C:33]4[CH:38]=[CH:37][CH:36]=[CH:35][CH:34]=4)[C:9]([C:15]4[CH:20]=[CH:19][C:18]([C:21]5([NH:25]C(=O)OC(C)(C)C)[CH2:24][CH2:23][CH2:22]5)=[CH:17][CH:16]=4)=[N:10][C:11]=3[CH:12]=[CH:13]2)=[N:4][N:3]=1.[ClH:39].CCOC(C)=O, predict the reaction product. The product is: [ClH:39].[NH2:25][C:21]1([C:18]2[CH:17]=[CH:16][C:15]([C:9]3[C:8]([C:33]4[CH:38]=[CH:37][CH:36]=[CH:35][CH:34]=4)=[CH:7][C:6]4[C:5]5=[N:4][N:3]=[C:2]([OH:1])[N:14]5[CH:13]=[CH:12][C:11]=4[N:10]=3)=[CH:20][CH:19]=2)[CH2:24][CH2:23][CH2:22]1. (2) The product is: [Cl:8][C:9]1[C:14]([N:15]([CH:16]2[CH2:17][CH2:18][N:19]([C:22]([O:24][CH2:25][C:26]3[CH:27]=[CH:28][CH:29]=[CH:30][CH:31]=3)=[O:23])[CH2:20][CH2:21]2)[C:6]([NH2:5])=[O:7])=[CH:13][CH:12]=[CH:11][N:10]=1. Given the reactants ClS([N:5]=[C:6]=[O:7])(=O)=O.[Cl:8][C:9]1[C:14]([NH:15][CH:16]2[CH2:21][CH2:20][N:19]([C:22]([O:24][CH2:25][C:26]3[CH:31]=[CH:30][CH:29]=[CH:28][CH:27]=3)=[O:23])[CH2:18][CH2:17]2)=[CH:13][CH:12]=[CH:11][N:10]=1.O.[OH-].[Na+], predict the reaction product. (3) Given the reactants Br[C:2]1[CH:3]=[C:4]([OH:21])[C:5]([C:12]([NH:14][CH2:15][C:16]([O:18]CC)=[O:17])=[O:13])=[C:6]2[C:11]=1[N:10]=[CH:9][CH:8]=[N:7]2.[O:22]1[CH:26]=[CH:25][C:24](B(O)O)=[CH:23]1.C(=O)([O-])[O-].[K+].[K+].[OH-].[Na+], predict the reaction product. The product is: [O:22]1[CH:26]=[CH:25][C:24]([C:2]2[CH:3]=[C:4]([OH:21])[C:5]([C:12]([NH:14][CH2:15][C:16]([OH:18])=[O:17])=[O:13])=[C:6]3[C:11]=2[N:10]=[CH:9][CH:8]=[N:7]3)=[CH:23]1. (4) Given the reactants [NH2:1][C:2]1[C:3]2[N:4]([C:8]([C@@H:12]3[CH2:17][CH2:16][CH2:15][N:14]([C:18]([O:20][CH2:21][C:22]4[CH:27]=[CH:26][CH:25]=[CH:24][CH:23]=4)=[O:19])[CH2:13]3)=[N:9][C:10]=2[Br:11])[CH:5]=[CH:6][N:7]=1.[CH2:28](OC(N1C2CCC1C(C(O)=O)C2)=O)C1C=CC=CC=1, predict the reaction product. The product is: [NH2:1][C:2]1[C:3]2[N:4]([C:8]([CH:12]3[CH2:17][CH:15]4[N:14]([C:18]([O:20][CH2:21][C:22]5[CH:27]=[CH:26][CH:25]=[CH:24][CH:23]=5)=[O:19])[CH:13]3[CH2:28][CH2:16]4)=[N:9][C:10]=2[Br:11])[CH:5]=[CH:6][N:7]=1. (5) Given the reactants P(Cl)(Cl)([Cl:3])=O.[CH:6]1([CH2:11][C:12]2[N:17]=[C:16](O)[C:15]3[CH2:19][CH2:20][CH2:21][C:14]=3[N:13]=2)[CH2:10][CH2:9][CH2:8][CH2:7]1, predict the reaction product. The product is: [Cl:3][C:16]1[C:15]2[CH2:19][CH2:20][CH2:21][C:14]=2[N:13]=[C:12]([CH2:11][CH:6]2[CH2:10][CH2:9][CH2:8][CH2:7]2)[N:17]=1. (6) Given the reactants C([NH:18][C@H:19]([C:23](O)=O)[CH2:20][CH2:21][CH3:22])(OCC1C2C(=CC=CC=2)C2C1=CC=CC=2)=O.CO[C:28](=[O:35])[C@H:29]([CH2:31][CH:32]([CH3:34])[CH3:33])[NH2:30], predict the reaction product. The product is: [CH2:31]([C@@H:29]1[NH:30][CH2:23][C@H:19]([CH2:20][CH2:21][CH3:22])[NH:18][C:28]1=[O:35])[CH:32]([CH3:33])[CH3:34]. (7) Given the reactants [N:1]1[C:5]2[CH:6]=[CH:7][C:8]([NH2:10])=[CH:9][C:4]=2[NH:3][CH:2]=1.[F:11][C:12]1[C:19]([F:20])=[C:18]([CH3:21])[C:17]([F:22])=[C:16]([F:23])[C:13]=1[CH2:14]Br.C([O-])([O-])=O.[K+].[K+], predict the reaction product. The product is: [F:11][C:12]1[C:19]([F:20])=[C:18]([CH3:21])[C:17]([F:22])=[C:16]([F:23])[C:13]=1[CH2:14][NH:10][C:8]1[CH:7]=[CH:6][C:5]2[NH:1][CH:2]=[N:3][C:4]=2[CH:9]=1.